Predict the reaction yield, written as a fraction of the theoretical maximum amount of product (1.0 means a 100% yield; for example, 0.34 means a 34% yield). From a dataset of Reaction yield outcomes from USPTO patents with 853,638 reactions. (1) The reactants are Cl[C:2]1[N:7]=[CH:6][N:5]=[C:4]([NH:8][C:9]2[CH:14]=[CH:13][CH:12]=[C:11]([O:15][C:16]3[CH:21]=[CH:20][CH:19]=[CH:18][CH:17]=3)[CH:10]=2)[CH:3]=1.[NH2:22][C:23]1[CH:28]=[CH:27][CH:26]=[C:25]([NH2:29])[CH:24]=1.Cl. The catalyst is C(O)CCC. The product is [NH2:22][C:23]1[CH:24]=[C:25]([NH:29][C:2]2[CH:3]=[C:4]([NH:8][C:9]3[CH:14]=[CH:13][CH:12]=[C:11]([O:15][C:16]4[CH:21]=[CH:20][CH:19]=[CH:18][CH:17]=4)[CH:10]=3)[N:5]=[CH:6][N:7]=2)[CH:26]=[CH:27][CH:28]=1. The yield is 0.320. (2) The reactants are C([O-])(=O)C.[NH4+:5].[CH3:6][CH:7]1[CH2:11][CH2:10][C:9](=O)[C@@H:8]1[C:13]([O:15][CH2:16][CH3:17])=[O:14]. The catalyst is CO. The product is [NH2:5][C:9]1[CH2:10][CH2:11][C@@H:7]([CH3:6])[C:8]=1[C:13]([O:15][CH2:16][CH3:17])=[O:14]. The yield is 0.970. (3) The reactants are C1C(=O)N([Br:8])C(=O)C1.[NH2:9][C:10]1[CH:11]=[CH:12][CH:13]=[C:14]2[C:18]=1[C:17](=[O:19])[N:16]([CH3:20])[CH2:15]2.S([O-])([O-])(=O)=S.[Na+].[Na+]. The catalyst is C(Cl)Cl. The product is [NH2:9][C:10]1[CH:11]=[CH:12][C:13]([Br:8])=[C:14]2[C:18]=1[C:17](=[O:19])[N:16]([CH3:20])[CH2:15]2. The yield is 0.740. (4) The reactants are N12CCCN=C1CCCCC2.[Br:12][CH:13]([C:16]1[C:24]2[O:23][C:22]([C:25]3[CH:30]=[CH:29][C:28]([OH:31])=[CH:27][CH:26]=3)=[N:21][C:20]=2[CH:19]=[C:18]([OH:32])[CH:17]=1)[CH2:14]Br.Cl. The catalyst is C(#N)C. The product is [Br:12][C:13]([C:16]1[C:24]2[O:23][C:22]([C:25]3[CH:30]=[CH:29][C:28]([OH:31])=[CH:27][CH:26]=3)=[N:21][C:20]=2[CH:19]=[C:18]([OH:32])[CH:17]=1)=[CH2:14]. The yield is 0.580.